From a dataset of Full USPTO retrosynthesis dataset with 1.9M reactions from patents (1976-2016). Predict the reactants needed to synthesize the given product. (1) Given the product [O:30]1[CH2:31][CH2:32][N:33]([C:36]2[CH:37]=[C:38]([C:39]3[O:1][N:2]=[C:3]([C:5]4[CH:13]=[CH:12][C:11]5[NH:10][C:9]6[CH:14]([CH2:17][C:18]([O:20][CH2:21][CH3:22])=[O:19])[CH2:15][CH2:16][C:8]=6[C:7]=5[CH:6]=4)[N:4]=3)[CH:42]=[C:43]([O:45][C:46]([F:48])([F:49])[F:47])[CH:44]=2)[CH2:34][CH2:35]1, predict the reactants needed to synthesize it. The reactants are: [OH:1][NH:2][C:3]([C:5]1[CH:13]=[CH:12][C:11]2[NH:10][C:9]3[CH:14]([CH2:17][C:18]([O:20][CH2:21][CH3:22])=[O:19])[CH2:15][CH2:16][C:8]=3[C:7]=2[CH:6]=1)=[NH:4].C(N(CC)CC)C.[O:30]1[CH2:35][CH2:34][N:33]([C:36]2[CH:37]=[C:38]([CH:42]=[C:43]([O:45][C:46]([F:49])([F:48])[F:47])[CH:44]=2)[C:39](Cl)=O)[CH2:32][CH2:31]1. (2) Given the product [ClH:38].[NH:25]1[CH2:26][CH2:27][O:28][C@@H:23]([C:20]2[CH:21]=[CH:22][C:17]([NH:16][C:14]([C:12]3[CH:11]=[N:10][N:9]([C:5]4[CH:4]=[C:3]([C:2]([F:37])([F:1])[F:36])[CH:8]=[CH:7][N:6]=4)[CH:13]=3)=[O:15])=[CH:18][CH:19]=2)[CH2:24]1, predict the reactants needed to synthesize it. The reactants are: [F:1][C:2]([F:37])([F:36])[C:3]1[CH:8]=[CH:7][N:6]=[C:5]([N:9]2[CH:13]=[C:12]([C:14]([NH:16][C:17]3[CH:22]=[CH:21][C:20]([C@@H:23]4[O:28][CH2:27][CH2:26][N:25](C(OC(C)(C)C)=O)[CH2:24]4)=[CH:19][CH:18]=3)=[O:15])[CH:11]=[N:10]2)[CH:4]=1.[ClH:38].